Dataset: NCI-60 drug combinations with 297,098 pairs across 59 cell lines. Task: Regression. Given two drug SMILES strings and cell line genomic features, predict the synergy score measuring deviation from expected non-interaction effect. (1) Drug 1: CC1C(C(CC(O1)OC2CC(CC3=C2C(=C4C(=C3O)C(=O)C5=C(C4=O)C(=CC=C5)OC)O)(C(=O)C)O)N)O.Cl. Drug 2: C1=CC=C(C(=C1)C(C2=CC=C(C=C2)Cl)C(Cl)Cl)Cl. Cell line: M14. Synergy scores: CSS=4.94, Synergy_ZIP=-1.93, Synergy_Bliss=0.450, Synergy_Loewe=0.616, Synergy_HSA=0.308. (2) Drug 1: COC1=NC(=NC2=C1N=CN2C3C(C(C(O3)CO)O)O)N. Drug 2: C1CNP(=O)(OC1)N(CCCl)CCCl. Cell line: RXF 393. Synergy scores: CSS=-0.728, Synergy_ZIP=1.64, Synergy_Bliss=2.71, Synergy_Loewe=-1.31, Synergy_HSA=-0.811. (3) Cell line: SK-MEL-5. Drug 2: CCC1(C2=C(COC1=O)C(=O)N3CC4=CC5=C(C=CC(=C5CN(C)C)O)N=C4C3=C2)O.Cl. Synergy scores: CSS=5.62, Synergy_ZIP=-0.864, Synergy_Bliss=-1.42, Synergy_Loewe=-20.4, Synergy_HSA=-3.97. Drug 1: CC1=C(C=C(C=C1)NC2=NC=CC(=N2)N(C)C3=CC4=NN(C(=C4C=C3)C)C)S(=O)(=O)N.Cl. (4) Drug 1: CC1OCC2C(O1)C(C(C(O2)OC3C4COC(=O)C4C(C5=CC6=C(C=C35)OCO6)C7=CC(=C(C(=C7)OC)O)OC)O)O. Drug 2: CC12CCC3C(C1CCC2O)C(CC4=C3C=CC(=C4)O)CCCCCCCCCS(=O)CCCC(C(F)(F)F)(F)F. Cell line: BT-549. Synergy scores: CSS=29.7, Synergy_ZIP=0.429, Synergy_Bliss=-0.579, Synergy_Loewe=-7.34, Synergy_HSA=-1.02. (5) Drug 1: CN(C)C1=NC(=NC(=N1)N(C)C)N(C)C. Drug 2: C#CCC(CC1=CN=C2C(=N1)C(=NC(=N2)N)N)C3=CC=C(C=C3)C(=O)NC(CCC(=O)O)C(=O)O. Cell line: OVCAR-4. Synergy scores: CSS=-6.21, Synergy_ZIP=1.50, Synergy_Bliss=-2.50, Synergy_Loewe=-6.42, Synergy_HSA=-5.88.